From a dataset of Drug-target binding data from BindingDB using Ki measurements. Regression. Given a target protein amino acid sequence and a drug SMILES string, predict the binding affinity score between them. We predict pKi (pKi = -log10(Ki in M); higher means stronger inhibition). Dataset: bindingdb_ki. (1) The compound is N[C@@H](CCSC[C@@H](O)[C@@H](O)C(=O)NO)C(=O)O. The target protein (Q9Z5X1) has sequence MPLLDSFTVDHTRMNAPAVRVAKTMQTPKGDTITVFDLRFTAPNKDILSEKGIHTLEHLYAGFMRNHLNGDSVEIIDISPMGCRTGFYMSLIGTPSEQQVADAWIAAMEDVLKVENQNKIPELNEYQCGTAAMHSLDEAKQIAKNILEVGVAVNKNDELALPESMLRELRID. The pKi is 5.0. (2) The small molecule is CCCCCCc1cn[nH]c1. The target protein (P00328) has sequence MSTAGKVIKCKAAVLWEQKKPFSIEEVEVAPPKAHEVRIKMVAAGICRSDDHVVSGTLVAPLPVIAGHEAAGIVESIGEGVTTVRPGDKVIPLFIPQCGKCSVCKHPEGNLCLKNLSMPRGTMQDGTSRFTCRGKPIHHFLGTSTFSQYTVVDEISVAKIDAASPLEKVCLVGCGFSTGYGSAVKVAKVTQGSTCAVFGLGGVGLSVIMGCKAAGAARIIGVDINKDKFAKAKEVGATECVNPQDYKKPIQEVLTEMSNGGVDFSFEVIGRLDTMVAALSCCQEAYGVSVIVGVPPDSQNLSMNPMLLLSGRTWKGAIFGGFKSKDSVPKLVADFMAKKFALDPLITHVLPFEKINEGFDLLRSGKSIRTILTF. The pKi is 8.8. (3) The drug is O=C(Nc1nc2sc3c(c2c(=O)s1)CCN(Cc1ccccc1)C3)c1ccccc1. The target protein (P30122) has sequence LGASRLGPSPGCLAVASAAKLGSVYTEGGFVEGVNKKLSLFGDSIDIFKGIPFAAAPKALEKPERHPGWQGTLKAKSFKKRCLQATLTQDSTYGNEDCLYLNIWVPQGRKEVSHDLPVMIWIYGGAFLMGASQGANFLSNYLYDGEEIATRGNVIVVTFNYRVGPLGFLSTGDSNLPGNYGLWDQHMAIAWVKRNIEAFGGDPDNITLFGESAGGASVSLQTLSPYNKGLIKRAISQSGVGLCPWAIQQDPLFWAKRIAEKVGCPVDDTSKMAGCLKITDPRALTLAYKLPLGSTEYPKLHYLSFVPVIDGDFIPDDPVNLYANAADVDYIAGTNDMDGHLFVGMDVPAINSNKQDVTEEDFYKLVSGLTVTKGLRGANATYEVYTEPWAQDSSQETRKKTMVDLETDILFLIPTKIAVAQHKSHAKSANTYTYLFSQPSRMPIYPKWMGADHADDLQYVFGKPFATPLGYRAQDRTVSKAMIAYWTNFARTGDPNTGHS.... The pKi is 4.3. (4) The pKi is 4.9. The compound is COc1cc(/C=C/C(=O)O)ccc1O. The target protein (Q9D6N1) has sequence MARLSWGYGEHNGPIHWNELFPIADGDQQSPIEIKTKEVKYDSSLRPLSIKYDPASAKIISNSGHSFNVDFDDTEDKSVLRGGPLTGNYRLRQFHLHWGSADDHGSEHVVDGVRYAAELHVVHWNSDKYPSFVEAAHESDGLAVLGVFLQIGEHNPQLQKITDILDSIKEKGKQTRFTNFDPLCLLPSSWDYWTYPGSLTVPPLLESVTWIVLKQPISISSQQLARFRSLLCTAEGESAAFLLSNHRPPQPLKGRRVRASFY. (5) The drug is N[C@@]1(C(=O)O)CC[C@H](C(=O)O)C1. The target protein sequence is MVRLLLLFFPAVFLEMSLFPRGPGGKVLLAGASSQRSVARMDGDVIIGALFSVHHQPPAEKVPERKCGEIREQYGIQRVEAMFHTLDKINADPVLLPNITLGSEIRDSCWHSSVALEQSIEFIRDSLISIRDEKDGLNRCLPDGQTLPPGRTKKPIAGVIGPGSSSVAIQVQNLLQLFDIPQIAYSATSIDLSDKTLYKYFLRVVPSDTLQARAMLDIVKRYNWTYVSAVHTEGNYGESGMDAFKELAAQEGLCIAHSDKIYSNAGEKSFDRLLRKLRERLPKARVVVCFCEGMTVRGLLSAMRRLGVVGEFSLIGSDGWADRDEVIEGYEVEANGGITIKLQSPEVRSFDDYFLKLRLDTNTRNPWFPEFWQHRFQCRLPGHILENPNFKRICTGNESLEENYVQDSKMGFVINAIYAMAHGLQNMHHALCPGHVGLCDAMKPIDGSKLLDFLIKSTFIGVSGEEVWFDEKGDAPGRYDIMNLQYTEANRYDYVHVGTW.... The pKi is 5.0. (6) The compound is CNc1nc(CN(CCCNCCCCCCCCCCCCNCCCN(Cc2nc(NC)nc(NC)n2)Cc2nc(NC)nc(NC)n2)Cc2nc(NC)nc(NC)n2)nc(NC)n1. The target protein sequence is MLGFDSANEFIVYVTFLFFGMSVVVVTNSIFSMPFFFIEYYKYAQGKPDAKPEDPKFWKHMFTYYSIAAFLVELVLASLMLTPIGRRISVTVRLGVGLVIPIVLVFSVMMVTIVTTTETGAKVTIMLIAIANGVAMTLCDAGNAALIAPFPTKFYSSVVWGIAVCGVVTSFFSIVIKASMGGGYHNMLIQSRIYFGLVMFMQVISCALLVLLRKNPYAQKYAAEFRYAARKGIDDKGADGDEGNGAAKGPADQDDDPHGGDDTDKGNVMTATVDPDTMKDMDQVENITTSQQMLMARVWNVFWRVWPMLFACFMVFFTTFLVYPAVYFAIKADTGDGWYLTIAAALFNLGDFLSRLCLQFKALHVSPRWVLIGTFARMLLIIPLVLCVRSIITGPWLPYILVHAWGFTYGYYGGISQIYAPRTGSLTTAGERSLAANWTIISLLGGIFVGAMFALAVNEGLPK. The pKi is 5.6.